This data is from Reaction yield outcomes from USPTO patents with 853,638 reactions. The task is: Predict the reaction yield, written as a fraction of the theoretical maximum amount of product (1.0 means a 100% yield; for example, 0.34 means a 34% yield). (1) The reactants are [S:1]1[CH:5]=[CH:4][CH:3]=[C:2]1[CH2:6][NH:7][C:8]([C:10]1[N:11]=[C:12]2[C:17]([C:18]([F:21])([F:20])[F:19])=[CH:16][C:15]([C:22]#[C:23][Si](C)(C)C)=[CH:14][N:13]2[C:28]=1[Cl:29])=[O:9].S1C=CC=C1CNC(C1N=C2C(C(F)(F)F)=CC(C#CC3C=CC=CC=3)=CN2C=1Cl)=O.CCN(CC)CC. The catalyst is C1COCC1. The product is [S:1]1[CH:5]=[CH:4][CH:3]=[C:2]1[CH2:6][NH:7][C:8]([C:10]1[N:11]=[C:12]2[C:17]([C:18]([F:21])([F:19])[F:20])=[CH:16][C:15]([C:22]#[CH:23])=[CH:14][N:13]2[C:28]=1[Cl:29])=[O:9]. The yield is 0.190. (2) The reactants are NC1[S:3][C:4]2[CH:10]=[C:9]([O:11][CH3:12])[CH:8]=[CH:7][C:5]=2[N:6]=1.Cl.C(O)(=O)C. The catalyst is [OH-].[K+]. The product is [CH3:12][O:11][C:9]1[CH:8]=[CH:7][C:5]([NH2:6])=[C:4]([SH:3])[CH:10]=1. The yield is 0.950. (3) The reactants are [Br:1][C:2]1[CH:7]=[CH:6][C:5]([C:8]2[N:9]=[C:10]([C@H:13]3[NH:17][CH2:16][Si:15]([CH3:19])([CH3:18])[CH2:14]3)[NH:11][CH:12]=2)=[CH:4][CH:3]=1.[CH3:20][O:21][C:22]([NH:24][C@@H:25]([CH:29]([CH3:31])[CH3:30])[C:26](O)=[O:27])=[O:23].CN(C(ON1N=NC2C=CC=NC1=2)=[N+](C)C)C.F[P-](F)(F)(F)(F)F.CCN(C(C)C)C(C)C. The catalyst is C(Cl)Cl. The product is [CH3:20][O:21][C:22](=[O:23])[NH:24][C@H:25]([C:26]([N:17]1[C@H:13]([C:10]2[NH:11][CH:12]=[C:8]([C:5]3[CH:6]=[CH:7][C:2]([Br:1])=[CH:3][CH:4]=3)[N:9]=2)[CH2:14][Si:15]([CH3:19])([CH3:18])[CH2:16]1)=[O:27])[CH:29]([CH3:31])[CH3:30]. The yield is 0.660. (4) The reactants are [CH2:1]([O:3][C:4](=[O:17])[CH:5]=[C:6]1[C:14]2[C:9](=[CH:10][CH:11]=[C:12]([O:15][CH3:16])[CH:13]=2)[CH2:8][CH2:7]1)[CH3:2]. The catalyst is CO.[Pd]. The product is [CH2:1]([O:3][C:4](=[O:17])[CH2:5][CH:6]1[C:14]2[C:9](=[CH:10][CH:11]=[C:12]([O:15][CH3:16])[CH:13]=2)[CH2:8][CH2:7]1)[CH3:2]. The yield is 0.940. (5) The reactants are [CH3:1][O:2][C:3]1[C:8]2[O:9][CH2:10][O:11][C:7]=2[CH:6]=[C:5]([CH2:12]O)[CH:4]=1.C([O-])(O)=O.[Na+].O=S(Cl)[Cl:21]. No catalyst specified. The product is [Cl:21][CH2:12][C:5]1[CH:4]=[C:3]([O:2][CH3:1])[C:8]2[O:9][CH2:10][O:11][C:7]=2[CH:6]=1. The yield is 0.940. (6) The reactants are [C:1]([C:4]1[CH:5]=[CH:6][C:7]2[C:13]3[C:14]([O:22][CH3:23])=[C:15]([O:20][CH3:21])[C:16]([O:18][CH3:19])=[CH:17][C:12]=3[CH2:11][CH2:10][C@H:9]([NH:24][C:25](=[O:27])[CH3:26])[C:8]=2[CH:28]=1)([OH:3])=O.[NH2:29][CH2:30][CH2:31][N:32]1[CH2:37][CH2:36][CH2:35][CH2:34][CH2:33]1. No catalyst specified. The product is [C:25]([NH:24][C@@H:9]1[C:8]2[CH:28]=[C:4]([C:1]([NH:29][CH2:30][CH2:31][N:32]3[CH2:37][CH2:36][CH2:35][CH2:34][CH2:33]3)=[O:3])[CH:5]=[CH:6][C:7]=2[C:13]2[C:14]([O:22][CH3:23])=[C:15]([O:20][CH3:21])[C:16]([O:18][CH3:19])=[CH:17][C:12]=2[CH2:11][CH2:10]1)(=[O:27])[CH3:26]. The yield is 0.430.